This data is from Full USPTO retrosynthesis dataset with 1.9M reactions from patents (1976-2016). The task is: Predict the reactants needed to synthesize the given product. Given the product [Cl:1][C:2]1[CH:3]=[CH:4][C:5]2[NH:11][C:10](=[O:12])[C@@H:9]([CH2:13][C:14]([O:16][CH2:33][CH3:34])=[O:15])[S:8][C@H:7]([C:17]3[C:22]([F:23])=[CH:21][CH:20]=[C:19]([O:24][CH3:25])[C:18]=3[O:26][CH3:27])[C:6]=2[CH:28]=1, predict the reactants needed to synthesize it. The reactants are: [Cl:1][C:2]1[CH:3]=[CH:4][C:5]2[NH:11][C:10](=[O:12])[C@@H:9]([CH2:13][C:14]([OH:16])=[O:15])[S:8][C@H:7]([C:17]3[C:22]([F:23])=[CH:21][CH:20]=[C:19]([O:24][CH3:25])[C:18]=3[O:26][CH3:27])[C:6]=2[CH:28]=1.S(Cl)(Cl)=O.[CH2:33](O)[CH3:34].